Dataset: Full USPTO retrosynthesis dataset with 1.9M reactions from patents (1976-2016). Task: Predict the reactants needed to synthesize the given product. Given the product [C:5]1([CH3:1])[CH:10]=[CH:9][CH:8]=[CH:7][CH:6]=1.[CH3:31][N:32]([CH2:34][CH2:35][CH2:36][CH3:37])[CH3:33], predict the reactants needed to synthesize it. The reactants are: [C:1]([C:5]1[CH:10]=[C:9](OC)[CH:8]=[C:7]([C:7]2[C:6](O)=[C:5]([C:1](C)(C)C)[CH:10]=[C:9](OC)[CH:8]=2)[C:6]=1O)(C)(C)C.P(Cl)([O-])[O-].[CH3:31][N:32]([CH2:34][CH2:35][CH2:36][CH3:37])[CH3:33].